This data is from Forward reaction prediction with 1.9M reactions from USPTO patents (1976-2016). The task is: Predict the product of the given reaction. Given the reactants Cl.[N+:2]([C:5]1[CH:6]=[CH:7][C:8]([N:11]2[CH2:16][CH2:15][NH:14][CH2:13][CH2:12]2)=[N:9][CH:10]=1)([O-:4])=[O:3].CCN(CC)CC.[CH3:24][O:25][CH2:26][C:27](O)=[O:28].C1C=CC2N(O)N=NC=2C=1.CCN=C=NCCCN(C)C.Cl, predict the reaction product. The product is: [CH3:24][O:25][CH2:26][C:27]([N:14]1[CH2:13][CH2:12][N:11]([C:8]2[CH:7]=[CH:6][C:5]([N+:2]([O-:4])=[O:3])=[CH:10][N:9]=2)[CH2:16][CH2:15]1)=[O:28].